Dataset: Catalyst prediction with 721,799 reactions and 888 catalyst types from USPTO. Task: Predict which catalyst facilitates the given reaction. (1) Product: [CH3:11][C:8]1[N:6]2[N:7]=[C:2]([N:17]([CH3:16])[C@H:18]([C:20]3[CH:25]=[CH:24][CH:23]=[CH:22][CH:21]=3)[CH3:19])[CH:3]=[C:4]([C:12]([O:14][CH3:15])=[O:13])[C:5]2=[N:10][N:9]=1. Reactant: Cl[C:2]1[CH:3]=[C:4]([C:12]([O:14][CH3:15])=[O:13])[C:5]2[N:6]([C:8]([CH3:11])=[N:9][N:10]=2)[N:7]=1.[CH3:16][NH:17][C@H:18]([C:20]1[CH:25]=[CH:24][CH:23]=[CH:22][CH:21]=1)[CH3:19].O. The catalyst class is: 16. (2) Product: [C:1]([C:3]1[CH:4]=[CH:5][C:6]([OH:13])=[C:7]([CH:12]=1)[C:8]([NH:18][CH2:17][CH2:16][C:15]#[N:14])=[O:10])#[N:2]. The catalyst class is: 5. Reactant: [C:1]([C:3]1[CH:4]=[CH:5][C:6]([OH:13])=[C:7]([CH:12]=1)[C:8]([O:10]C)=O)#[N:2].[NH2:14][CH2:15][CH2:16][C:17]#[N:18].[C-]#N.[Na+].CS(C)=O. (3) Reactant: [Cl:1][C:2]1[CH:10]=[CH:9][CH:8]=[C:7]2[C:3]=1[C:4]1[C:14](=O)[NH:13][C:12]([NH:16][C:17](=[O:22])[C:18]([CH3:21])([CH3:20])[CH3:19])=[N:11][C:5]=1[NH:6]2.O=P(Cl)(Cl)[Cl:25].C(Cl)(Cl)Cl.CO.CCOCC. Product: [Cl:25][C:14]1[C:4]2[C:3]3[C:7](=[CH:8][CH:9]=[CH:10][C:2]=3[Cl:1])[NH:6][C:5]=2[N:11]=[C:12]([NH:16][C:17](=[O:22])[C:18]([CH3:21])([CH3:20])[CH3:19])[N:13]=1. The catalyst class is: 147. (4) Reactant: Br[C:2]1[CH:3]=[C:4]2[C:9](=[CH:10][CH:11]=1)[C:8](=[O:12])[NH:7][N:6]=[C:5]2[Cl:13].[N:14]1([CH2:19][C:20]2[CH:21]=[C:22]([CH2:26][NH2:27])[CH:23]=[CH:24][CH:25]=2)[CH2:18][CH2:17][CH2:16][CH2:15]1.C1C=CC(P(C2C(C3C(P(C4C=CC=CC=4)C4C=CC=CC=4)=CC=C4C=3C=CC=C4)=C3C(C=CC=C3)=CC=2)C2C=CC=CC=2)=CC=1.CC([O-])(C)C.[Na+]. Product: [Cl:13][C:5]1[C:4]2[C:9](=[CH:10][CH:11]=[C:2]([NH:27][CH2:26][C:22]3[CH:23]=[CH:24][CH:25]=[C:20]([CH2:19][N:14]4[CH2:18][CH2:17][CH2:16][CH2:15]4)[CH:21]=3)[CH:3]=2)[C:8](=[O:12])[NH:7][N:6]=1. The catalyst class is: 686. (5) Product: [CH:1]([C:17]1[CH:18]=[CH:19][C:20]([NH:23][C:24](=[O:29])[C:25]([CH3:28])([CH3:27])[CH3:26])=[N:21][CH:22]=1)=[CH2:2]. Reactant: [CH2:1]([Sn](CCCC)(CCCC)C=C)[CH2:2]CC.Br[C:17]1[CH:18]=[CH:19][C:20]([NH:23][C:24](=[O:29])[C:25]([CH3:28])([CH3:27])[CH3:26])=[N:21][CH:22]=1. The catalyst class is: 109. (6) Reactant: Cl[C:2]1[C:7]([C:8]([F:11])([F:10])[F:9])=[CH:6][C:5]([N+:12]([O-:14])=[O:13])=[CH:4][N:3]=1.Cl.[CH3:16][NH:17][CH3:18].C(=O)([O-])[O-].[K+].[K+].O1CCOCCOCCOCCOCCOCC1. Product: [CH3:16][N:17]([CH3:18])[C:2]1[C:7]([C:8]([F:11])([F:10])[F:9])=[CH:6][C:5]([N+:12]([O-:14])=[O:13])=[CH:4][N:3]=1. The catalyst class is: 10. (7) Reactant: Br[CH2:2][C:3]1[C:4]([CH:12]([F:14])[F:13])=[N:5][CH:6]=[CH:7][C:8]=1[N+:9]([O-:11])=[O:10].[F:15][C:16]1[C:17]([CH:22]2[CH2:31][CH2:30][C:29]3[C:24](=[CH:25][C:26]([NH2:33])=[C:27]([CH3:32])[CH:28]=3)[O:23]2)=[N:18][CH:19]=[CH:20][CH:21]=1.O. Product: [F:13][CH:12]([F:14])[C:4]1[C:3]([CH2:2][NH:33][C:26]2[CH:25]=[C:24]3[C:29]([CH2:30][CH2:31][CH:22]([C:17]4[C:16]([F:15])=[CH:21][CH:20]=[CH:19][N:18]=4)[O:23]3)=[CH:28][C:27]=2[CH3:32])=[C:8]([N+:9]([O-:11])=[O:10])[CH:7]=[CH:6][N:5]=1. The catalyst class is: 80. (8) Reactant: [CH2:1]([O:3][C:4](=[O:14])[CH2:5][C:6](=O)[CH2:7][O:8][C:9]([CH3:12])([CH3:11])[CH3:10])[CH3:2].COC(OC)[N:18]([CH3:20])C.O.[NH2:24]N.O. Product: [CH2:1]([O:3][C:4]([C:5]1[C:6]([CH2:7][O:8][C:9]([CH3:12])([CH3:11])[CH3:10])=[N:24][NH:18][CH:20]=1)=[O:14])[CH3:2]. The catalyst class is: 11. (9) Reactant: Br[C:2]1[CH:7]=[CH:6][C:5]([C:8]([CH3:11])([CH3:10])[CH3:9])=[CH:4][C:3]=1[CH3:12].C([Li])CCC.[B:18](OC(C)C)([O:23]C(C)C)[O:19]C(C)C.Cl. Product: [CH3:12][C:3]1[CH:4]=[C:5]([C:8]([CH3:11])([CH3:10])[CH3:9])[CH:6]=[CH:7][C:2]=1[B:18]([OH:23])[OH:19]. The catalyst class is: 188. (10) Reactant: Br[C:2]1[CH:9]=[CH:8][C:5]([C:6]#[N:7])=[CH:4][C:3]=1[CH3:10].[CH:11]([Sn](CCCC)(CCCC)CCCC)=[CH2:12]. Product: [CH3:10][C:3]1[CH:4]=[C:5]([CH:8]=[CH:9][C:2]=1[CH:11]=[CH2:12])[C:6]#[N:7]. The catalyst class is: 109.